Task: Regression. Given a peptide amino acid sequence and an MHC pseudo amino acid sequence, predict their binding affinity value. This is MHC class I binding data.. Dataset: Peptide-MHC class I binding affinity with 185,985 pairs from IEDB/IMGT (1) The MHC is HLA-A03:01 with pseudo-sequence HLA-A03:01. The peptide sequence is GTDSGFAAY. The binding affinity (normalized) is 0.393. (2) The peptide sequence is ELCAEAEEL. The MHC is HLA-A68:02 with pseudo-sequence HLA-A68:02. The binding affinity (normalized) is 0.356.